The task is: Predict the reactants needed to synthesize the given product.. This data is from Retrosynthesis with 50K atom-mapped reactions and 10 reaction types from USPTO. (1) Given the product O=C(Nc1nc2cccc(NC3CCCCC3)n2n1)c1ccccc1, predict the reactants needed to synthesize it. The reactants are: NC1CCCCC1.O=C(Nc1nc2cccc(Cl)n2n1)c1ccccc1. (2) Given the product COc1cc(C(C)C)ccc1C1(O)C(=O)c2ccc(N)c(N)c2C1=O, predict the reactants needed to synthesize it. The reactants are: COc1cc(C(C)C)ccc1C1(O)C(=O)c2ccc(N)c(NC(C)=O)c2C1=O. (3) The reactants are: CC(C)OC(=O)Cl.O=C(Nc1ccc(N2CCNCC2)nc1)c1nc(-c2ccccc2)oc1C(F)(F)F. Given the product CC(C)OC(=O)N1CCN(c2ccc(NC(=O)c3nc(-c4ccccc4)oc3C(F)(F)F)cn2)CC1, predict the reactants needed to synthesize it. (4) Given the product c1coc(-c2nc(CNC34CC5CC(CC(C5)C3)C4)no2)c1, predict the reactants needed to synthesize it. The reactants are: ClCc1noc(-c2ccco2)n1.NC12CC3CC(CC(C3)C1)C2. (5) Given the product CCCC(=O)N1CCC(Nc2ncc(C(=O)c3ccccc3OC)c(N)n2)CC1, predict the reactants needed to synthesize it. The reactants are: CCCC(=O)O.COc1ccccc1C(=O)c1cnc(NC2CCNCC2)nc1N. (6) Given the product N#Cc1ccc(Br)cn1, predict the reactants needed to synthesize it. The reactants are: Brc1ccc(Br)nc1.[C-]#N.